This data is from Human intestinal absorption (HIA) binary classification data from Hou et al.. The task is: Regression/Classification. Given a drug SMILES string, predict its absorption, distribution, metabolism, or excretion properties. Task type varies by dataset: regression for continuous measurements (e.g., permeability, clearance, half-life) or binary classification for categorical outcomes (e.g., BBB penetration, CYP inhibition). Dataset: hia_hou. (1) The drug is C[N+]1(C)CCC(=C(c2ccccc2)c2ccccc2)CC1. The result is 0 (poor absorption). (2) The compound is Oc1ccc2c3c1O[C@@H]1[C@@H](O)CC[C@]4(O)[C@@H](C2)N(CC2CCC2)CC[C@@]314. The result is 1 (good absorption). (3) The drug is N=C(N)NC[C@@H]1COc2ccccc2O1. The result is 1 (good absorption). (4) The result is 1 (good absorption). The drug is CCCN[C@@H]1CCc2nc(N)sc2C1. (5) The molecule is C[C@H]1CC(=O)NN=C1c1ccc(NN=C(C#N)C#N)cc1. The result is 1 (good absorption). (6) The molecule is Cc1onc(-c2c(F)cccc2Cl)c1C(=O)N[C@@H]1C(=O)N2[C@H]1SC(C)(C)[C@H]2C(=O)O. The result is 1 (good absorption). (7) The molecule is CC[N+]1(C)[C@@H]2C[C@@H](OC(=O)[C@@H](CO)c3ccccc3)C[C@@H]1[C@H]1O[C@H]12. The result is 0 (poor absorption).